From a dataset of Reaction yield outcomes from USPTO patents with 853,638 reactions. Predict the reaction yield, written as a fraction of the theoretical maximum amount of product (1.0 means a 100% yield; for example, 0.34 means a 34% yield). (1) The reactants are [O:1]1[C:5]2([CH2:10][CH2:9][CH:8]([NH:11][C:12]3[NH:16][N:15]=[CH:14][CH:13]=3)[CH2:7][CH2:6]2)[O:4][CH2:3][CH2:2]1.N12CCCN=C1CCCCC2.[C:28]([C:30]1[CH:35]=[CH:34][CH:33]=[CH:32][C:31]=1[C:36]1[CH:41]=[CH:40][C:39]([CH2:42][CH:43]([C:49](=O)[CH2:50][CH2:51][CH3:52])[C:44](OCC)=[O:45])=[CH:38][C:37]=1[N+:54]([O-:56])=[O:55])#[N:29].C(OCC)(=O)C. The catalyst is CCN(C1C=CC=CC=1)CC.O. The product is [O:4]1[C:5]2([CH2:6][CH2:7][CH:8]([N:11]3[C:44](=[O:45])[C:43]([CH2:42][C:39]4[CH:40]=[CH:41][C:36]([C:31]5[C:30]([C:28]#[N:29])=[CH:35][CH:34]=[CH:33][CH:32]=5)=[C:37]([N+:54]([O-:56])=[O:55])[CH:38]=4)=[C:49]([CH2:50][CH2:51][CH3:52])[N:16]4[N:15]=[CH:14][CH:13]=[C:12]34)[CH2:9][CH2:10]2)[O:1][CH2:2][CH2:3]1. The yield is 0.870. (2) The reactants are [CH2:1]([CH:3]([C:6]1[C:10]([CH2:11][CH2:12][CH2:13][OH:14])=[CH:9][N:8]([C:15]2[CH:20]=[CH:19][C:18]([C:21]([F:24])([F:23])[F:22])=[CH:17][N:16]=2)[N:7]=1)[CH2:4][CH3:5])[CH3:2].[CH2:25]([C:27]1[C:28](O)=[C:29]([CH2:33][C:34]([O:36][CH3:37])=[O:35])[CH:30]=[CH:31][CH:32]=1)[CH3:26].C(P(CCCC)CCCC)CCC.N(C(N1CCCCC1)=O)=NC(N1CCCCC1)=O. The catalyst is O1CCCC1. The product is [CH2:25]([C:27]1[C:28]([O:14][CH2:13][CH2:12][CH2:11][C:10]2[C:6]([CH:3]([CH2:4][CH3:5])[CH2:1][CH3:2])=[N:7][N:8]([C:15]3[CH:20]=[CH:19][C:18]([C:21]([F:23])([F:24])[F:22])=[CH:17][N:16]=3)[CH:9]=2)=[C:29]([CH2:33][C:34]([O:36][CH3:37])=[O:35])[CH:30]=[CH:31][CH:32]=1)[CH3:26]. The yield is 0.730. (3) The reactants are [F:1][C:2]1[CH:7]=[C:6]([N+:8]([O-:10])=[O:9])[CH:5]=[CH:4][C:3]=1[CH3:11].BrN1C(=O)CCC1=O.[NH:20]1[CH2:25][CH2:24][O:23][CH2:22][CH2:21]1. The catalyst is C(OOC(=O)C1C=CC=CC=1)(=O)C1C=CC=CC=1.C(OCC)(=O)C. The product is [F:1][C:2]1[CH:7]=[C:6]([N+:8]([O-:10])=[O:9])[CH:5]=[CH:4][C:3]=1[CH2:11][N:20]1[CH2:25][CH2:24][O:23][CH2:22][CH2:21]1. The yield is 0.550. (4) The reactants are [Cl:1][C:2]([Cl:32])([Cl:31])[CH2:3][O:4][C:5]([C@@H:7]1[CH2:12][CH2:11][CH2:10][N:9]([C:13](=[O:30])[C@@H:14]([NH:22]C(OC(C)(C)C)=O)[CH2:15][C:16]2[CH:21]=[CH:20][CH:19]=[CH:18][CH:17]=2)[NH:8]1)=[O:6].FC(F)(F)C(O)=O.C(N(CC)C(C)C)(C)C.[NH:49]([C:57]([O:59][C:60]([CH3:63])([CH3:62])[CH3:61])=[O:58])[C@H:50]([C:54](O)=[O:55])[CH:51]([CH3:53])[CH3:52].C[NH3+].F[P-](F)(F)(F)(F)F.N1(OC(N(C)C)=[N+](C)C)C2N=CC=CC=2N=N1.F[P-](F)(F)(F)(F)F. The catalyst is ClCCl.C(OCC)(=O)C. The product is [Cl:32][C:2]([Cl:31])([Cl:1])[CH2:3][O:4][C:5]([C@@H:7]1[CH2:12][CH2:11][CH2:10][N:9]([C:13](=[O:30])[C@@H:14]([NH:22][C:54](=[O:55])[C@@H:50]([NH:49][C:57]([O:59][C:60]([CH3:61])([CH3:63])[CH3:62])=[O:58])[CH:51]([CH3:53])[CH3:52])[CH2:15][C:16]2[CH:17]=[CH:18][CH:19]=[CH:20][CH:21]=2)[NH:8]1)=[O:6]. The yield is 0.840. (5) The reactants are Cl[C:2]1[N:7]=[C:6]([C:8]2[N:12]3[CH:13]=[CH:14][C:15]([F:17])=[CH:16][C:11]3=[N:10][C:9]=2[C:18]2[CH:19]=[C:20]([CH:32]=[CH:33][CH:34]=2)[C:21]([NH:23][C:24]2[C:29]([F:30])=[CH:28][CH:27]=[CH:26][C:25]=2[F:31])=[O:22])[CH:5]=[CH:4][N:3]=1.[F:35][CH2:36][CH2:37][N:38]1[CH2:43][CH2:42][N:41]([CH:44]2[CH2:49][CH2:48][N:47]([C:50]3[CH:56]=[CH:55][C:53]([NH2:54])=[C:52]([O:57][CH3:58])[CH:51]=3)[CH2:46][CH2:45]2)[CH2:40][CH2:39]1.O.C1(C)C=CC(S(O)(=O)=O)=CC=1.C[O-].[Na+]. The catalyst is FC(F)(F)CO.CO.C(Cl)Cl.CCCCCC. The product is [F:31][C:25]1[CH:26]=[CH:27][CH:28]=[C:29]([F:30])[C:24]=1[NH:23][C:21](=[O:22])[C:20]1[CH:32]=[CH:33][CH:34]=[C:18]([C:9]2[N:10]=[C:11]3[CH:16]=[C:15]([F:17])[CH:14]=[CH:13][N:12]3[C:8]=2[C:6]2[CH:5]=[CH:4][N:3]=[C:2]([NH:54][C:53]3[CH:55]=[CH:56][C:50]([N:47]4[CH2:46][CH2:45][CH:44]([N:41]5[CH2:40][CH2:39][N:38]([CH2:37][CH2:36][F:35])[CH2:43][CH2:42]5)[CH2:49][CH2:48]4)=[CH:51][C:52]=3[O:57][CH3:58])[N:7]=2)[CH:19]=1. The yield is 0.550. (6) The reactants are [Cl-].O[NH3+:3].[C:4](=[O:7])([O-])[OH:5].[Na+].CS(C)=O.[CH3:13][C:14]1[CH:19]=[C:18]([CH3:20])[N:17]=[C:16]([O:21][C:22]2[C:27](=[O:28])[N:26]([CH2:29][C:30]3[CH:35]=[CH:34][C:33]([C:36]4[C:37]([C:42]#[N:43])=[CH:38][CH:39]=[CH:40][CH:41]=4)=[CH:32][CH:31]=3)[C:25]([CH2:44][CH2:45][CH3:46])=[N:24][C:23]=2[CH2:47][CH3:48])[CH:15]=1. The catalyst is C(OCC)(=O)C. The product is [CH3:13][C:14]1[CH:19]=[C:18]([CH3:20])[N:17]=[C:16]([O:21][C:22]2[C:27](=[O:28])[N:26]([CH2:29][C:30]3[CH:35]=[CH:34][C:33]([C:36]4[CH:41]=[CH:40][CH:39]=[CH:38][C:37]=4[C:42]4[NH:3][C:4](=[O:7])[O:5][N:43]=4)=[CH:32][CH:31]=3)[C:25]([CH2:44][CH2:45][CH3:46])=[N:24][C:23]=2[CH2:47][CH3:48])[CH:15]=1. The yield is 0.600. (7) The reactants are [C:1]([O:5][C:6]([N:8]([C:30]([O:32][C:33]([CH3:36])([CH3:35])[CH3:34])=[O:31])[C:9]1[CH:10]=[N:11][CH:12]=[CH:13][C:14]=1[C@H:15]1[O:20][C@H:19]([CH2:21][CH2:22][C:23]([O:25][CH2:26][CH3:27])=[O:24])[C@@H:18]([OH:28])[C@H:17]([OH:29])[CH2:16]1)=[O:7])([CH3:4])([CH3:3])[CH3:2].N1C=CN=C1.[CH3:42][C:43]([Si:46](Cl)([CH3:48])[CH3:47])([CH3:45])[CH3:44]. The catalyst is CN(C=O)C. The product is [C:1]([O:5][C:6]([N:8]([C:30]([O:32][C:33]([CH3:35])([CH3:34])[CH3:36])=[O:31])[C:9]1[CH:10]=[N:11][CH:12]=[CH:13][C:14]=1[C@H:15]1[O:20][C@H:19]([CH2:21][CH2:22][C:23]([O:25][CH2:26][CH3:27])=[O:24])[C@@H:18]([OH:28])[C@H:17]([O:29][Si:46]([C:43]([CH3:45])([CH3:44])[CH3:42])([CH3:48])[CH3:47])[CH2:16]1)=[O:7])([CH3:4])([CH3:2])[CH3:3]. The yield is 0.800.